This data is from Peptide-MHC class II binding affinity with 134,281 pairs from IEDB. The task is: Regression. Given a peptide amino acid sequence and an MHC pseudo amino acid sequence, predict their binding affinity value. This is MHC class II binding data. (1) The peptide sequence is VEFEPPHAATIRVLA. The MHC is DRB1_1101 with pseudo-sequence DRB1_1101. The binding affinity (normalized) is 0.264. (2) The peptide sequence is NHLKTVLEEKLEKED. The MHC is DRB1_0101 with pseudo-sequence DRB1_0101. The binding affinity (normalized) is 0.194. (3) The peptide sequence is NYNCKILPNTLVLDF. The MHC is DRB1_0405 with pseudo-sequence DRB1_0405. The binding affinity (normalized) is 0.514. (4) The MHC is DRB1_0801 with pseudo-sequence DRB1_0801. The binding affinity (normalized) is 0. The peptide sequence is PGQQRSIQDNQVAYL. (5) The peptide sequence is FVVTTDISEMGANFK. The MHC is DRB1_0405 with pseudo-sequence DRB1_0405. The binding affinity (normalized) is 0.507. (6) The peptide sequence is YDKFLANVFTVLTGK. The MHC is DRB1_1302 with pseudo-sequence DRB1_1302. The binding affinity (normalized) is 0.616. (7) The peptide sequence is SCSTSLYKGVYELQT. The MHC is DRB1_0101 with pseudo-sequence DRB1_0101. The binding affinity (normalized) is 0.692. (8) The peptide sequence is TWHYDDENPYKTWAYHG. The MHC is DRB1_0901 with pseudo-sequence DRB1_0901. The binding affinity (normalized) is 0.260. (9) The MHC is H-2-IAb with pseudo-sequence H-2-IAb. The peptide sequence is SIAQHLVSDRPIMRY. The binding affinity (normalized) is 0.113. (10) The peptide sequence is SGRVTRDSRRLRRIC. The MHC is DRB4_0101 with pseudo-sequence DRB4_0103. The binding affinity (normalized) is 0.764.